The task is: Regression. Given two drug SMILES strings and cell line genomic features, predict the synergy score measuring deviation from expected non-interaction effect.. This data is from NCI-60 drug combinations with 297,098 pairs across 59 cell lines. (1) Drug 1: CC1=C2C(C(=O)C3(C(CC4C(C3C(C(C2(C)C)(CC1OC(=O)C(C(C5=CC=CC=C5)NC(=O)OC(C)(C)C)O)O)OC(=O)C6=CC=CC=C6)(CO4)OC(=O)C)OC)C)OC. Drug 2: CS(=O)(=O)OCCCCOS(=O)(=O)C. Cell line: SF-295. Synergy scores: CSS=47.4, Synergy_ZIP=0.440, Synergy_Bliss=-0.0437, Synergy_Loewe=0.954, Synergy_HSA=2.83. (2) Drug 1: CC1=CC2C(CCC3(C2CCC3(C(=O)C)OC(=O)C)C)C4(C1=CC(=O)CC4)C. Drug 2: CCC1(C2=C(COC1=O)C(=O)N3CC4=CC5=C(C=CC(=C5CN(C)C)O)N=C4C3=C2)O.Cl. Cell line: LOX IMVI. Synergy scores: CSS=6.60, Synergy_ZIP=-6.46, Synergy_Bliss=-2.09, Synergy_Loewe=-35.9, Synergy_HSA=-1.30. (3) Drug 1: C1=NC(=NC(=O)N1C2C(C(C(O2)CO)O)O)N. Drug 2: CC(C)NC(=O)C1=CC=C(C=C1)CNNC.Cl. Cell line: HT29. Synergy scores: CSS=32.5, Synergy_ZIP=-10.2, Synergy_Bliss=-2.92, Synergy_Loewe=-32.3, Synergy_HSA=-2.56. (4) Drug 1: CCCS(=O)(=O)NC1=C(C(=C(C=C1)F)C(=O)C2=CNC3=C2C=C(C=N3)C4=CC=C(C=C4)Cl)F. Drug 2: C1=NC2=C(N1)C(=S)N=C(N2)N. Cell line: 786-0. Synergy scores: CSS=42.7, Synergy_ZIP=-4.55, Synergy_Bliss=-1.91, Synergy_Loewe=-9.75, Synergy_HSA=-0.755. (5) Drug 1: C(=O)(N)NO. Drug 2: C1=NC2=C(N1)C(=S)N=CN2. Cell line: K-562. Synergy scores: CSS=36.1, Synergy_ZIP=11.1, Synergy_Bliss=15.2, Synergy_Loewe=-44.8, Synergy_HSA=4.67. (6) Drug 1: CN(C)N=NC1=C(NC=N1)C(=O)N. Drug 2: C1=NC2=C(N=C(N=C2N1C3C(C(C(O3)CO)O)F)Cl)N. Cell line: RPMI-8226. Synergy scores: CSS=12.4, Synergy_ZIP=1.92, Synergy_Bliss=6.48, Synergy_Loewe=2.34, Synergy_HSA=2.88.